Dataset: Full USPTO retrosynthesis dataset with 1.9M reactions from patents (1976-2016). Task: Predict the reactants needed to synthesize the given product. (1) Given the product [Cl:7][C:6]1[S:5][C:4]([S:8]([NH:11][C:12]2[C:13]([OH:21])=[C:14]([CH:18]=[CH:19][CH:20]=2)[C:15]([OH:17])=[O:16])(=[O:10])=[O:9])=[CH:3][C:2]=1[C:30]1[CH:35]=[CH:34][CH:33]=[CH:32][C:31]=1[OH:36], predict the reactants needed to synthesize it. The reactants are: Br[C:2]1[CH:3]=[C:4]([S:8]([NH:11][C:12]2[C:13]([OH:21])=[C:14]([CH:18]=[CH:19][CH:20]=2)[C:15]([OH:17])=[O:16])(=[O:10])=[O:9])[S:5][C:6]=1[Cl:7].CC1(C)C(C)(C)OB([C:30]2[CH:35]=[CH:34][CH:33]=[CH:32][C:31]=2[OH:36])O1. (2) The reactants are: [CH3:1][C:2]1[N:7]=[CH:6][C:5]([CH2:8]O)=[CH:4][CH:3]=1.S(Cl)([Cl:12])=O. Given the product [Cl:12][CH2:8][C:5]1[CH:4]=[CH:3][C:2]([CH3:1])=[N:7][CH:6]=1, predict the reactants needed to synthesize it. (3) Given the product [Cl:8][C:5]1[CH:6]=[CH:7][C:2]2[NH:1][C:38](=[O:40])[N:9]([CH2:10][C@H:11]3[CH2:12][CH2:13][C@H:14]([C:17]([N:19]4[CH2:24][CH2:23][N:22]([C:25]([CH:27]5[CH2:29][CH2:28]5)=[O:26])[CH2:21][CH2:20]4)=[O:18])[CH2:15][CH2:16]3)[C:3]=2[CH:4]=1, predict the reactants needed to synthesize it. The reactants are: [NH2:1][C:2]1[CH:7]=[CH:6][C:5]([Cl:8])=[CH:4][C:3]=1[NH:9][CH2:10][C@H:11]1[CH2:16][CH2:15][C@H:14]([C:17]([N:19]2[CH2:24][CH2:23][N:22]([C:25]([CH:27]3[CH2:29][CH2:28]3)=[O:26])[CH2:21][CH2:20]2)=[O:18])[CH2:13][CH2:12]1.C(N(CC)CC)C.Cl[C:38](Cl)([O:40]C(=O)OC(Cl)(Cl)Cl)Cl. (4) The reactants are: [F:1][C:2]1[CH:7]=[C:6]([F:8])[C:5]([F:9])=[CH:4][C:3]=1[CH:10]1[CH2:15][CH2:14][C:13](=[O:16])[CH2:12][CH2:11]1.C(N(CC)CC)C.FC(F)(F)S(O[Si:30]([CH:37]([CH3:39])[CH3:38])([CH:34]([CH3:36])[CH3:35])[CH:31]([CH3:33])[CH3:32])(=O)=O.[Cl-].[NH4+]. Given the product [CH:31]([Si:30]([CH:37]([CH3:39])[CH3:38])([CH:34]([CH3:36])[CH3:35])[O:16][C:13]1[CH2:12][CH2:11][CH:10]([C:3]2[CH:4]=[C:5]([F:9])[C:6]([F:8])=[CH:7][C:2]=2[F:1])[CH2:15][CH:14]=1)([CH3:33])[CH3:32], predict the reactants needed to synthesize it. (5) Given the product [NH2:1][C:2]1[N:7]=[C:6]([NH:15][CH2:14][CH2:13][CH2:12][N:11]([CH3:16])[CH3:10])[CH:5]=[C:4]([CH3:9])[N:3]=1, predict the reactants needed to synthesize it. The reactants are: [NH2:1][C:2]1[N:7]=[C:6](Cl)[CH:5]=[C:4]([CH3:9])[N:3]=1.[CH3:10][N:11]([CH3:16])[CH2:12][CH2:13][CH2:14][NH2:15].C([O-])(=O)C.[Na+]. (6) Given the product [ClH:37].[CH2:20]([O:19][C:13]1[CH:12]=[C:11]2[C:16]([C:7]([NH:6][C:5]3[CH:34]=[CH:35][C:2]([Cl:37])=[CH:3][C:4]=3[F:36])=[N:8][CH:9]=[N:10]2)=[CH:15][C:14]=1[O:17][CH3:18])[C:21]1[CH:48]=[CH:47][CH:46]=[CH:23][CH:22]=1, predict the reactants needed to synthesize it. The reactants are: Br[C:2]1[CH:35]=[CH:34][C:5]([NH:6][C:7]2[C:16]3[C:11](=[CH:12][C:13]([O:19][CH2:20][CH:21]4CCN(C(OC(C)(C)C)=O)[CH2:23][CH2:22]4)=[C:14]([O:17][CH3:18])[CH:15]=3)[N:10]=[CH:9][N:8]=2)=[C:4]([F:36])[CH:3]=1.[Cl:37]C1C=CC(N)=C(F)C=1.[CH3:46][CH:47](O)[CH3:48].